From a dataset of Peptide-MHC class II binding affinity with 134,281 pairs from IEDB. Regression. Given a peptide amino acid sequence and an MHC pseudo amino acid sequence, predict their binding affinity value. This is MHC class II binding data. (1) The peptide sequence is DKELYPLASLRSLFG. The MHC is HLA-DQA10104-DQB10503 with pseudo-sequence HLA-DQA10104-DQB10503. The binding affinity (normalized) is 0.213. (2) The peptide sequence is WTNTPTKWDNSFLEILYGYE. The MHC is DRB1_1501 with pseudo-sequence DRB1_1501. The binding affinity (normalized) is 0.302.